Task: Predict the reaction yield, written as a fraction of the theoretical maximum amount of product (1.0 means a 100% yield; for example, 0.34 means a 34% yield).. Dataset: Reaction yield outcomes from USPTO patents with 853,638 reactions (1) The reactants are [S:1]1[C:5]2[CH:6]=[CH:7][CH:8]=[CH:9][C:4]=2[N:3]=[C:2]1[NH:10][C:11]1[CH:16]=[CH:15][C:14]([Cl:17])=[CH:13][CH:12]=1.[Cl:18][C:19]1[CH:27]=[CH:26][CH:25]=[CH:24][C:20]=1[C:21](Cl)=[O:22].CC([O-])(C)C.[K+].C(O)=O. The catalyst is C1COCC1. The product is [S:1]1[C:5]2[CH:6]=[CH:7][CH:8]=[CH:9][C:4]=2[N:3]=[C:2]1[N:10]([C:11]1[CH:16]=[CH:15][C:14]([Cl:17])=[CH:13][CH:12]=1)[C:21](=[O:22])[C:20]1[CH:24]=[CH:25][CH:26]=[CH:27][C:19]=1[Cl:18]. The yield is 0.670. (2) The reactants are CC1(C)C(C)(C)OB([C:9]2[CH:10]=[C:11]3[C:31](=[CH:32][CH:33]=2)[C:15]2[NH:16][C:17]([C@@H:19]4[CH2:23][CH2:22][CH2:21][N:20]4[C:24]([O:26][C:27]([CH3:30])([CH3:29])[CH3:28])=[O:25])=[N:18][C:14]=2[CH:13]=[CH:12]3)O1.Br[C:36]1[C:37]([F:65])=[C:38]2[C:62](=[CH:63][CH:64]=1)[C:42]1[NH:43][C:44]([C@@H:46]3[CH2:50][CH2:49][CH2:48][N:47]3[C:51](=[O:61])[C@@H:52]([NH:56][C:57](=[O:60])[O:58][CH3:59])[CH:53]([CH3:55])[CH3:54])=[N:45][C:41]=1[CH:40]=[CH:39]2.C([O-])([O-])=O.[K+].[K+]. The catalyst is COCCOC.C1C=CC([P]([Pd]([P](C2C=CC=CC=2)(C2C=CC=CC=2)C2C=CC=CC=2)([P](C2C=CC=CC=2)(C2C=CC=CC=2)C2C=CC=CC=2)[P](C2C=CC=CC=2)(C2C=CC=CC=2)C2C=CC=CC=2)(C2C=CC=CC=2)C2C=CC=CC=2)=CC=1.C1C=CC(P(C2C=CC=CC=2)[C-]2C=CC=C2)=CC=1.C1C=CC(P(C2C=CC=CC=2)[C-]2C=CC=C2)=CC=1.Cl[Pd]Cl.[Fe+2]. The product is [F:65][C:37]1[C:36]([C:9]2[CH:10]=[C:11]3[C:31](=[CH:32][CH:33]=2)[C:15]2[NH:16][C:17]([C@@H:19]4[CH2:23][CH2:22][CH2:21][N:20]4[C:24]([O:26][C:27]([CH3:29])([CH3:30])[CH3:28])=[O:25])=[N:18][C:14]=2[CH:13]=[CH:12]3)=[CH:64][CH:63]=[C:62]2[C:38]=1[CH:39]=[CH:40][C:41]1[N:45]=[C:44]([C@@H:46]3[CH2:50][CH2:49][CH2:48][N:47]3[C:51](=[O:61])[C@@H:52]([NH:56][C:57]([O:58][CH3:59])=[O:60])[CH:53]([CH3:54])[CH3:55])[NH:43][C:42]=12. The yield is 0.710. (3) No catalyst specified. The yield is 0.240. The product is [F:23][C:24]1[CH:29]=[C:28]([N:3]2[C@H:4]3[CH2:22][CH2:21][CH2:20][CH2:19][C@@H:5]3[N:6]([C:7]3[CH:14]=[CH:13][C:10]([C:11]#[N:12])=[C:9]([C:15]([F:18])([F:16])[F:17])[CH:8]=3)[C:2]2=[O:1])[CH:27]=[CH:26][C:25]=1[CH2:31][OH:32]. The reactants are [O:1]=[C:2]1[N:6]([C:7]2[CH:14]=[CH:13][C:10]([C:11]#[N:12])=[C:9]([C:15]([F:18])([F:17])[F:16])[CH:8]=2)[C@H:5]2[CH2:19][CH2:20][CH2:21][CH2:22][C@@H:4]2[NH:3]1.[F:23][C:24]1[CH:29]=[C:28](I)[CH:27]=[CH:26][C:25]=1[CH2:31][OH:32]. (4) The reactants are [CH3:1][C:2]1[O:6][N:5]=[C:4]([C:7]2[CH:12]=[CH:11][CH:10]=[CH:9][CH:8]=2)[C:3]=1[CH2:13][O:14][C:15]1[CH:23]=[CH:22][C:18]([C:19]([OH:21])=O)=[CH:17][N:16]=1.[NH2:24][CH:25]1[CH2:30][CH2:29][O:28][CH2:27][CH2:26]1. No catalyst specified. The product is [CH3:1][C:2]1[O:6][N:5]=[C:4]([C:7]2[CH:8]=[CH:9][CH:10]=[CH:11][CH:12]=2)[C:3]=1[CH2:13][O:14][C:15]1[CH:23]=[CH:22][C:18]([C:19]([NH:24][CH:25]2[CH2:30][CH2:29][O:28][CH2:27][CH2:26]2)=[O:21])=[CH:17][N:16]=1. The yield is 0.910. (5) The reactants are [CH3:1][NH:2][CH3:3].CS(O[CH:9]1[CH2:12][N:11]([CH:13]([C:20]2[CH:25]=[CH:24][CH:23]=[CH:22][CH:21]=2)[C:14]2[CH:19]=[CH:18][CH:17]=[CH:16][CH:15]=2)[CH2:10]1)(=O)=O. The catalyst is CC#N. The product is [CH:13]([N:11]1[CH2:12][CH:9]([N:2]([CH3:3])[CH3:1])[CH2:10]1)([C:20]1[CH:25]=[CH:24][CH:23]=[CH:22][CH:21]=1)[C:14]1[CH:19]=[CH:18][CH:17]=[CH:16][CH:15]=1. The yield is 0.920. (6) The reactants are [O:1]=[C:2]1[C:7]2[CH:8]=[CH:9][CH:10]=[CH:11][C:6]=2[S:5][C:4]([C:12]2[N:17]=[C:16]([CH2:18][CH2:19][C:20]#[N:21])[CH:15]=[CH:14][CH:13]=2)=[N:3]1.C[Si]([N:26]=[N+:27]=[N-:28])(C)C.C([Sn](=O)CCCC)CCC. The catalyst is C1(C)C=CC=CC=1. The product is [NH:26]1[C:20]([CH2:19][CH2:18][C:16]2[N:17]=[C:12]([C:4]3[S:5][C:6]4[CH:11]=[CH:10][CH:9]=[CH:8][C:7]=4[C:2](=[O:1])[N:3]=3)[CH:13]=[CH:14][CH:15]=2)=[N:21][N:28]=[N:27]1. The yield is 0.680.